Predict the reactants needed to synthesize the given product. From a dataset of Full USPTO retrosynthesis dataset with 1.9M reactions from patents (1976-2016). (1) Given the product [CH3:1][O:2][CH2:3][CH2:4][N:5]([CH3:15])[C:6]1[CH:11]=[CH:10][C:9]([NH2:12])=[CH:8][CH:7]=1, predict the reactants needed to synthesize it. The reactants are: [CH3:1][O:2][CH2:3][CH2:4][N:5]([CH3:15])[C:6]1[CH:11]=[CH:10][C:9]([N+:12]([O-])=O)=[CH:8][CH:7]=1.[OH-].[Na+]. (2) Given the product [Br:19][C:3]1[C:2]([Cl:1])=[C:10]([CH2:11][N:12]2[CH2:17][CH2:16][O:15][CH2:14][CH2:13]2)[N:9]2[C:4]=1[C:5]([NH2:18])=[N:6][CH:7]=[N:8]2, predict the reactants needed to synthesize it. The reactants are: [Cl:1][C:2]1[CH:3]=[C:4]2[N:9]([C:10]=1[CH2:11][N:12]1[CH2:17][CH2:16][O:15][CH2:14][CH2:13]1)[N:8]=[CH:7][N:6]=[C:5]2[NH2:18].[Br:19]N1C(C)(C)C(=O)N(Br)C1=O.